This data is from Tyrosyl-DNA phosphodiesterase HTS with 341,365 compounds. The task is: Binary Classification. Given a drug SMILES string, predict its activity (active/inactive) in a high-throughput screening assay against a specified biological target. (1) The compound is O(c1ccc(CC(=O)Nc2[nH]c3c(n2)cccc3)cc1)C. The result is 0 (inactive). (2) The result is 0 (inactive). The molecule is O=c1n2[nH]cnc2nc(c1NC(=O)CCc1ccccc1)C. (3) The compound is s1c(C(=O)N(c2c(n(Cc3ccccc3)c(=O)[nH]c2=O)N)CCC)ccc1. The result is 0 (inactive). (4) The result is 0 (inactive). The molecule is s1c2n(nc1Nc1c(F)cc(F)cc1)c(=O)c1c(n2)cc(cc1)C(OC)=O. (5) The drug is O=C1N(C(\C(C1=O)=C(\O)c1ccc(cc1)C)c1ncccc1)Cc1cccnc1. The result is 0 (inactive). (6) The molecule is S(CC(=O)c1ccc(OC)cc1)c1nc(SCC(=O)c2ccc(cc2)C)nc(c1)C. The result is 0 (inactive).